From a dataset of Reaction yield outcomes from USPTO patents with 853,638 reactions. Predict the reaction yield, written as a fraction of the theoretical maximum amount of product (1.0 means a 100% yield; for example, 0.34 means a 34% yield). The reactants are [NH:1]1[CH:5]=[C:4]([C:6]#[N:7])[N:3]=[CH:2]1.[CH3:8][Si:9]([CH3:16])([CH3:15])[CH2:10][CH2:11][O:12][CH2:13]Cl.C([O-])([O-])=O.[K+].[K+].CC(C)=O. The catalyst is CCOC(C)=O. The product is [CH3:8][Si:9]([CH3:16])([CH3:15])[CH2:10][CH2:11][O:12][CH2:13][N:1]1[CH:5]=[C:4]([C:6]#[N:7])[N:3]=[CH:2]1. The yield is 0.700.